This data is from Catalyst prediction with 721,799 reactions and 888 catalyst types from USPTO. The task is: Predict which catalyst facilitates the given reaction. (1) Reactant: [NH2:1][C:2]1[CH:10]=[CH:9][C:5]([C:6]([OH:8])=[O:7])=[CH:4][C:3]=1[OH:11].[Cl:12][CH2:13][C:14](Cl)=[O:15].[N:17]1[CH:22]=[CH:21][CH:20]=[CH:19][CH:18]=1. Product: [Cl:12][CH2:13][C:14]([NH:1][C:2]1[CH:10]=[CH:9][C:5]([C:6]([O-:8])=[O:7])=[CH:4][C:3]=1[OH:11])=[O:15].[NH+:17]1[CH:22]=[CH:21][CH:20]=[CH:19][CH:18]=1. The catalyst class is: 4. (2) Reactant: [CH3:1][O:2][C:3](=[O:22])[C@@H:4]([NH:14]C(OC(C)(C)C)=O)[CH2:5][CH2:6][O:7][C:8]1[CH:13]=[CH:12][CH:11]=[CH:10][CH:9]=1.FC(F)(F)C(O)=O. Product: [CH3:1][O:2][C:3](=[O:22])[C@@H:4]([NH2:14])[CH2:5][CH2:6][O:7][C:8]1[CH:13]=[CH:12][CH:11]=[CH:10][CH:9]=1. The catalyst class is: 4.